This data is from Catalyst prediction with 721,799 reactions and 888 catalyst types from USPTO. The task is: Predict which catalyst facilitates the given reaction. (1) Reactant: [C:1]([C@@H:3]1[CH2:7][C:6]([F:9])([F:8])[CH2:5][N:4]1[C:10](=[O:20])[CH2:11][NH:12]C(=O)OC(C)(C)C)#[N:2].[F:21][C:22]([F:27])([F:26])[C:23]([OH:25])=[O:24]. Product: [F:21][C:22]([F:27])([F:26])[C:23]([OH:25])=[O:24].[NH2:12][CH2:11][C:10]([N:4]1[CH2:5][C:6]([F:8])([F:9])[CH2:7][C@H:3]1[C:1]#[N:2])=[O:20]. The catalyst class is: 10. (2) The catalyst class is: 123. Product: [CH3:1][O:2][C:3](=[O:21])[CH2:4][CH2:5][CH2:6][C:7]1[O:8][CH:9]=[C:10]([C:12]2[CH:17]=[CH:16][CH:15]=[CH:14][C:13]=2[NH2:18])[N:11]=1. Reactant: [CH3:1][O:2][C:3](=[O:21])[CH2:4][CH2:5][CH2:6][C:7]1[O:8][CH:9]=[C:10]([C:12]2[CH:17]=[CH:16][CH:15]=[CH:14][C:13]=2[N+:18]([O-])=O)[N:11]=1.[H][H]. (3) Reactant: [C:1]([O:4][CH2:5][CH2:6][CH2:7]Br)(=[O:3])[CH3:2].[N-:9]=[N+:10]=[N-:11].[Na+]. Product: [C:1]([O:4][CH2:5][CH2:6][CH2:7][N:9]=[N+:10]=[N-:11])(=[O:3])[CH3:2]. The catalyst class is: 6. (4) Product: [CH2:13]1[N:12]([C:9]2[C:10]3[C:5](=[CH:4][CH:3]=[C:2]([S:22](=[O:25])(=[O:24])[NH2:23])[CH:11]=3)[CH:6]=[CH:7][N:8]=2)[CH2:17][CH2:16][N:15]2[CH2:18][CH2:19][CH2:20][CH2:21][CH:14]12. The catalyst class is: 60. Reactant: O[C:2]1[CH:11]=[C:10]2[C:5]([CH:6]=[CH:7][N:8]=[C:9]2[N:12]2[CH2:17][CH2:16][N:15]3[CH2:18][CH2:19][CH2:20][CH2:21][CH:14]3[CH2:13]2)=[CH:4][CH:3]=1.[S:22](Cl)(=[O:25])(=[O:24])[NH2:23].C(=O)([O-])O.[Na+].